From a dataset of Reaction yield outcomes from USPTO patents with 853,638 reactions. Predict the reaction yield, written as a fraction of the theoretical maximum amount of product (1.0 means a 100% yield; for example, 0.34 means a 34% yield). (1) The reactants are [H-].[Na+].[C:3]([O:7][C:8]([N:10]1[CH2:14][C@@H:13]([OH:15])[CH2:12][C@H:11]1[C:16]([OH:18])=[O:17])=[O:9])([CH3:6])([CH3:5])[CH3:4].Br[CH2:20][C:21]1[CH:30]=[CH:29][C:24]([C:25]([O:27][CH3:28])=[O:26])=[CH:23][CH:22]=1. The catalyst is CN(C=O)C. The product is [C:3]([O:7][C:8]([N:10]1[CH2:14][C@@H:13]([O:15][CH2:20][C:21]2[CH:22]=[CH:23][C:24]([C:25]([O:27][CH3:28])=[O:26])=[CH:29][CH:30]=2)[CH2:12][C@H:11]1[C:16]([OH:18])=[O:17])=[O:9])([CH3:6])([CH3:4])[CH3:5]. The yield is 0.370. (2) The reactants are [CH:1]1([C@H:7]([OH:23])[C@H:8]([N:12]2[C:20](=[O:21])[C:19]3[C:14](=[CH:15][CH:16]=[CH:17][CH:18]=3)[C:13]2=[O:22])[CH2:9][NH:10][CH3:11])[CH2:6][CH2:5][CH2:4][CH2:3][CH2:2]1.C([O-])([O-])=O.[K+].[K+].[CH3:42][C:41]([O:40][C:38](O[C:38]([O:40][C:41]([CH3:44])([CH3:43])[CH3:42])=[O:39])=[O:39])([CH3:44])[CH3:43]. The catalyst is C1COCC1.O. The product is [CH:1]1([C@H:7]([OH:23])[C@H:8]([N:12]2[C:20](=[O:21])[C:19]3[C:14](=[CH:15][CH:16]=[CH:17][CH:18]=3)[C:13]2=[O:22])[CH2:9][N:10]([CH3:11])[C:38](=[O:39])[O:40][C:41]([CH3:42])([CH3:43])[CH3:44])[CH2:6][CH2:5][CH2:4][CH2:3][CH2:2]1. The yield is 0.229. (3) The reactants are Br[C:2]1[CH:3]=[C:4]([N:8]2[CH2:13][CH:12]3[CH:10]([CH2:11]3)[CH2:9]2)[CH:5]=[CH:6][CH:7]=1.C([Li])(C)(C)C.C(O[B:23]1[O:27][C:26]([CH3:29])([CH3:28])[C:25]([CH3:31])([CH3:30])[O:24]1)(C)C. The catalyst is C1COCC1. The product is [CH3:30][C:25]1([CH3:31])[C:26]([CH3:29])([CH3:28])[O:27][B:23]([C:2]2[CH:3]=[C:4]([N:8]3[CH2:13][CH:12]4[CH:10]([CH2:11]4)[CH2:9]3)[CH:5]=[CH:6][CH:7]=2)[O:24]1. The yield is 0.810. (4) The yield is 0.560. The product is [Br:1][CH:2]([CH3:6])[C:3]([O:9][CH2:8][CH2:7][OH:10])=[O:4]. The reactants are [Br:1][CH:2]([CH3:6])[C:3](Cl)=[O:4].[CH2:7]([OH:10])[CH2:8][OH:9].N1C=CC=CC=1.Cl. The catalyst is C(OCC)(=O)C.C1COCC1. (5) The reactants are [CH3:1][O:2][C:3]1[CH:4]=[C:5]2[C:10](=[CH:11][C:12]=1[O:13][CH3:14])[N:9]=[CH:8][N:7]=[C:6]2[S:15][C:16]1[CH:17]=[C:18]([CH:20]=[CH:21][CH:22]=1)[NH2:19].[C:23]([C:27]1[CH:31]=[C:30]([NH:32][C:33](=O)[O:34]C2C=CC=CC=2)[N:29]([C:42]2[CH:43]=[C:44]([CH3:48])[CH:45]=[CH:46][CH:47]=2)[N:28]=1)([CH3:26])([CH3:25])[CH3:24]. No catalyst specified. The product is [C:23]([C:27]1[CH:31]=[C:30]([NH:32][C:33]([NH:19][C:18]2[CH:20]=[CH:21][CH:22]=[C:16]([S:15][C:6]3[C:5]4[C:10](=[CH:11][C:12]([O:13][CH3:14])=[C:3]([O:2][CH3:1])[CH:4]=4)[N:9]=[CH:8][N:7]=3)[CH:17]=2)=[O:34])[N:29]([C:42]2[CH:43]=[C:44]([CH3:48])[CH:45]=[CH:46][CH:47]=2)[N:28]=1)([CH3:26])([CH3:25])[CH3:24]. The yield is 0.850. (6) The reactants are [Cl:1][C:2]1[N:3]=[C:4]([C:9]([NH:11][C@H:12]2[CH2:17][CH2:16][N:15]([C:18]3[S:19][C:20]([C:30]([O:32]CC)=[O:31])=[C:21]([C:23](=[O:29])[NH:24][CH2:25][CH2:26][O:27][CH3:28])[N:22]=3)[CH2:14][C@H:13]2[O:35][CH:36]([CH3:38])[CH3:37])=[O:10])[NH:5][C:6]=1[CH2:7][CH3:8].O.[OH-].[Li+].O. The catalyst is O1CCCC1. The product is [Cl:1][C:2]1[N:3]=[C:4]([C:9]([NH:11][C@H:12]2[CH2:17][CH2:16][N:15]([C:18]3[S:19][C:20]([C:30]([OH:32])=[O:31])=[C:21]([C:23](=[O:29])[NH:24][CH2:25][CH2:26][O:27][CH3:28])[N:22]=3)[CH2:14][C@H:13]2[O:35][CH:36]([CH3:37])[CH3:38])=[O:10])[NH:5][C:6]=1[CH2:7][CH3:8]. The yield is 0.980. (7) The reactants are [Cl:1][C:2]1[CH:7]=[C:6]([O:8][CH2:9][CH:10]=[C:11]([Cl:13])[Cl:12])[CH:5]=[C:4]([Cl:14])[C:3]=1[OH:15].C(=O)([O-])[O-].[K+].[K+].[C:22]([O:26][N:27]=[C:28]([CH2:41][CH3:42])[CH2:29][O:30][CH2:31][CH2:32][CH2:33][CH2:34][CH2:35]OS(C)(=O)=O)([CH3:25])([CH3:24])[CH3:23].Cl. The catalyst is CN(C)C=O. The product is [C:22]([O:26][N:27]=[C:28]([CH2:41][CH3:42])[CH2:29][O:30][CH2:31][CH2:32][CH2:33][CH2:34][CH2:35][O:15][C:3]1[C:2]([Cl:1])=[CH:7][C:6]([O:8][CH2:9][CH:10]=[C:11]([Cl:13])[Cl:12])=[CH:5][C:4]=1[Cl:14])([CH3:25])([CH3:24])[CH3:23]. The yield is 0.840. (8) The reactants are [Br:1][C:2]1[CH:3]=[CH:4][C:5]([F:11])=[C:6]([CH:10]=1)[C:7]([OH:9])=O.[NH2:12][C:13]1[C:22]([CH3:23])=[CH:21][C:16]([C:17]([O:19][CH3:20])=[O:18])=[CH:15][C:14]=1[CH3:24].C(N(CC)C(C)C)(C)C.CCCP1(OP(CCC)(=O)OP(CCC)(=O)O1)=O. The catalyst is C(Cl)Cl. The product is [Br:1][C:2]1[CH:3]=[CH:4][C:5]([F:11])=[C:6]([CH:10]=1)[C:7]([NH:12][C:13]1[C:14]([CH3:24])=[CH:15][C:16]([C:17]([O:19][CH3:20])=[O:18])=[CH:21][C:22]=1[CH3:23])=[O:9]. The yield is 0.690. (9) The reactants are C(NC(C)C)(C)C.C([Li])CCC.[Br:13][C:14]1[CH:15]=[C:16]([C:19]2[NH:20][C:21]3[CH:27]=[C:26]([Cl:28])[C:25]([Cl:29])=[CH:24][C:22]=3[N:23]=2)[S:17][CH:18]=1.CN(C)[CH:32]=[O:33].Cl. The catalyst is O1CCCC1.O. The product is [Br:13][C:14]1[CH:15]=[C:16]([C:19]2[NH:23][C:22]3[CH:24]=[C:25]([Cl:29])[C:26]([Cl:28])=[CH:27][C:21]=3[N:20]=2)[S:17][C:18]=1[CH:32]=[O:33]. The yield is 0.550.